The task is: Predict the reactants needed to synthesize the given product.. This data is from Full USPTO retrosynthesis dataset with 1.9M reactions from patents (1976-2016). (1) Given the product [Br:1][C:2]1[C:3]([S:11][CH2:12][CH2:13][CH2:14][Cl:15])=[C:4]([NH2:8])[CH:5]=[CH:6][CH:7]=1, predict the reactants needed to synthesize it. The reactants are: [Br:1][C:2]1[CH:7]=[CH:6][CH:5]=[C:4]([N+:8]([O-])=O)[C:3]=1[S:11][CH2:12][CH2:13][CH2:14][Cl:15]. (2) Given the product [Cl:9][C:4]1[N:5]=[C:6]([Cl:8])[N:7]=[C:2]([N:11]([C:12]2[C:13]([CH3:20])=[CH:14][C:15]([CH3:19])=[CH:16][C:17]=2[CH3:18])[CH3:10])[N:3]=1, predict the reactants needed to synthesize it. The reactants are: Cl[C:2]1[N:7]=[C:6]([Cl:8])[N:5]=[C:4]([Cl:9])[N:3]=1.[CH3:10][NH:11][C:12]1[C:17]([CH3:18])=[CH:16][C:15]([CH3:19])=[CH:14][C:13]=1[CH3:20]. (3) Given the product [Cl:36][C:21]1[C:20]2[C:25](=[CH:26][CH:27]=[C:18]([S:16][C:13]3[N:11]4[CH:12]=[C:7]([C:5]5[CH:4]=[N:3][N:2]([CH3:1])[CH:6]=5)[CH:8]=[CH:9][C:10]4=[N:15][N:14]=3)[CH:19]=2)[N:24]=[CH:23][C:22]=1[C:28]([N:30]1[CH2:35][CH2:34][O:33][CH2:32][CH2:31]1)=[O:29], predict the reactants needed to synthesize it. The reactants are: [CH3:1][N:2]1[CH:6]=[C:5]([C:7]2[CH:8]=[CH:9][C:10]3[N:11]([C:13]([SH:16])=[N:14][N:15]=3)[CH:12]=2)[CH:4]=[N:3]1.Br[C:18]1[CH:19]=[C:20]2[C:25](=[CH:26][CH:27]=1)[N:24]=[CH:23][C:22]([C:28]([N:30]1[CH2:35][CH2:34][O:33][CH2:32][CH2:31]1)=[O:29])=[C:21]2[Cl:36].C1(P(C2C=CC=CC=2)C2C3OC4C(=CC=CC=4P(C4C=CC=CC=4)C4C=CC=CC=4)C(C)(C)C=3C=CC=2)C=CC=CC=1.C(N(CC)C(C)C)(C)C. (4) Given the product [CH2:2]([N:9]1[CH2:14][CH2:13][C:12](=[N:24][O:23][CH3:22])[CH:11]([C:16]([O:18][CH2:19][CH3:20])=[O:17])[CH2:10]1)[C:3]1[CH:8]=[CH:7][CH:6]=[CH:5][CH:4]=1, predict the reactants needed to synthesize it. The reactants are: Cl.[CH2:2]([N:9]1[CH2:14][CH2:13][C:12](=O)[CH:11]([C:16]([O:18][CH2:19][CH3:20])=[O:17])[CH2:10]1)[C:3]1[CH:8]=[CH:7][CH:6]=[CH:5][CH:4]=1.Cl.[CH3:22][O:23][NH2:24]. (5) Given the product [C:8]([O:7][C:6]([NH:5][CH2:4][C:3]1[CH:13]=[C:14]([C:27]2[CH:28]=[C:29]([C:34]([F:37])=[CH:35][CH:36]=2)[C:30]([O:32][CH3:33])=[O:31])[CH:15]=[CH:16][C:2]=1[OH:1])=[O:12])([CH3:9])([CH3:10])[CH3:11], predict the reactants needed to synthesize it. The reactants are: [OH:1][C:2]1[CH:16]=[CH:15][C:14](B2OC(C)(C)C(C)(C)O2)=[CH:13][C:3]=1[CH2:4][NH:5][C:6](=[O:12])[O:7][C:8]([CH3:11])([CH3:10])[CH3:9].Br[C:27]1[CH:28]=[C:29]([C:34]([F:37])=[CH:35][CH:36]=1)[C:30]([O:32][CH3:33])=[O:31].C(=O)([O-])[O-].[K+].[K+].